From a dataset of Reaction yield outcomes from USPTO patents with 853,638 reactions. Predict the reaction yield, written as a fraction of the theoretical maximum amount of product (1.0 means a 100% yield; for example, 0.34 means a 34% yield). (1) The reactants are [CH3:1][O:2][C:3]([C:5]1[CH:6]=[C:7]2[C:11](=[CH:12][CH:13]=1)[NH:10][C:9]([C:14]([OH:16])=O)=[CH:8]2)=[O:4].[OH-].[NH4+:18]. The catalyst is O1CCCC1. The product is [C:14]([C:9]1[NH:10][C:11]2[C:7]([CH:8]=1)=[CH:6][C:5]([C:3]([O:2][CH3:1])=[O:4])=[CH:13][CH:12]=2)(=[O:16])[NH2:18]. The yield is 0.820. (2) The yield is 0.900. The reactants are [C:1](=[O:11])([S:6][C:7]([CH3:10])([CH3:9])[CH3:8])[O:2][CH:3](Cl)[CH3:4].[C:12]([OH:17])(=[O:16])[CH:13]([CH3:15])[CH3:14].C(N(C(C)C)CC)(C)C. The catalyst is CCOCC. The product is [C:1](=[O:11])([S:6][C:7]([CH3:10])([CH3:9])[CH3:8])[O:2][CH:3]([O:17][C:12](=[O:16])[CH:13]([CH3:15])[CH3:14])[CH3:4]. (3) The reactants are [N:1]([CH2:4][CH2:5][O:6][CH2:7][CH2:8][O:9][CH2:10][CH2:11][O:12][CH2:13][CH2:14][NH2:15])=[N+:2]=[N-:3].[C:16]1(=[O:23])[O:22][C:20](=[O:21])[CH2:19][O:18][CH2:17]1.O.C(#N)C. The catalyst is ClCCl. The product is [N:1]([CH2:4][CH2:5][O:6][CH2:7][CH2:8][O:9][CH2:10][CH2:11][O:12][CH2:13][CH2:14][NH:15][C:20](=[O:21])[CH2:19][O:18][CH2:17][C:16]([OH:23])=[O:22])=[N+:2]=[N-:3]. The yield is 1.00. (4) The yield is 0.530. The catalyst is C1COCC1. The product is [CH:3]1([C:6]2[C:15]3[C:10](=[CH:11][CH:12]=[CH:13][CH:14]=3)[C:9]([N:16]3[C:20]([C:21]([F:22])([F:24])[F:23])=[N:19][N:18]=[C:17]3[S:25][C:26]([CH3:33])([CH3:32])[C:27]([OH:29])=[O:28])=[CH:8][CH:7]=2)[CH2:4][CH2:5]1. The reactants are [OH-].[Li+].[CH:3]1([C:6]2[C:15]3[C:10](=[CH:11][CH:12]=[CH:13][CH:14]=3)[C:9]([N:16]3[C:20]([C:21]([F:24])([F:23])[F:22])=[N:19][N:18]=[C:17]3[S:25][C:26]([CH3:33])([CH3:32])[C:27]([O:29]CC)=[O:28])=[CH:8][CH:7]=2)[CH2:5][CH2:4]1. (5) The reactants are [C:1]([O:4][CH:5]([CH2:19][CH2:20][S:21][CH3:22])[C:6]([NH:8][CH2:9][CH2:10][CH2:11][CH2:12][CH2:13][CH2:14][CH2:15][CH2:16][CH2:17][CH3:18])=[O:7])(=[O:3])[CH3:2].[OH:23]O. The catalyst is CO. The product is [C:1]([O:4][CH:5]([CH2:19][CH2:20][S:21]([CH3:22])=[O:23])[C:6]([NH:8][CH2:9][CH2:10][CH2:11][CH2:12][CH2:13][CH2:14][CH2:15][CH2:16][CH2:17][CH3:18])=[O:7])(=[O:3])[CH3:2]. The yield is 1.00. (6) The reactants are [Br:1][C:2]1[CH:7]=[CH:6][C:5]([C:8](=[O:13])[C:9]([F:12])([F:11])[F:10])=[CH:4][CH:3]=1.[BH4-].[Na+].C(Cl)Cl. The catalyst is C1COCC1. The product is [Br:1][C:2]1[CH:7]=[CH:6][C:5]([CH:8]([OH:13])[C:9]([F:11])([F:12])[F:10])=[CH:4][CH:3]=1. The yield is 0.920. (7) The reactants are C[Mg]Cl.[CH2:4]([O:11][C:12](=[O:26])[NH:13][C@H:14]1[CH2:19][CH2:18][C@H:17]([C:20](=[O:25])N(OC)C)[CH2:16][CH2:15]1)[C:5]1[CH:10]=[CH:9][CH:8]=[CH:7][CH:6]=1.[C:27](OCC)(=O)C. The catalyst is O1CCCC1. The product is [CH2:4]([O:11][C:12](=[O:26])[NH:13][C@H:14]1[CH2:15][CH2:16][C@H:17]([C:20](=[O:25])[CH3:27])[CH2:18][CH2:19]1)[C:5]1[CH:6]=[CH:7][CH:8]=[CH:9][CH:10]=1. The yield is 0.390. (8) The reactants are [CH3:1][C:2]1[CH:7]=[C:6]([C:8]([CH3:10])=[O:9])[C:5]([OH:11])=[C:4]([N+:12]([O-:14])=[O:13])[CH:3]=1.[CH3:15][C:16]1[CH:17]=[C:18]([CH:21]=[CH:22][C:23]=1[O:24][CH2:25][C:26]1[CH:31]=[CH:30][CH:29]=[CH:28][CH:27]=1)[CH:19]=O. No catalyst specified. The product is [CH2:25]([O:24][C:23]1[CH:22]=[CH:21][C:18](/[CH:19]=[CH:10]/[C:8]([C:6]2[CH:7]=[C:2]([CH3:1])[CH:3]=[C:4]([N+:12]([O-:14])=[O:13])[C:5]=2[OH:11])=[O:9])=[CH:17][C:16]=1[CH3:15])[C:26]1[CH:27]=[CH:28][CH:29]=[CH:30][CH:31]=1. The yield is 0.660.